The task is: Predict the reactants needed to synthesize the given product.. This data is from Full USPTO retrosynthesis dataset with 1.9M reactions from patents (1976-2016). Given the product [F:15][C:10]1[CH:11]=[CH:12][CH:13]=[CH:14][C:9]=1[C@H:7]1[CH2:8][C@@H:6]1[C:4]([OH:17])=[O:5], predict the reactants needed to synthesize it. The reactants are: CON(C)[C:4]([C@@H:6]1[CH2:8][C@H:7]1[C:9]1[CH:14]=[CH:13][CH:12]=[CH:11][C:10]=1[F:15])=[O:5].[OH-:17].[Na+].